Dataset: Forward reaction prediction with 1.9M reactions from USPTO patents (1976-2016). Task: Predict the product of the given reaction. (1) Given the reactants [Br:1][C:2]1[CH:7]=[C:6]([N+:8]([O-:10])=[O:9])[CH:5]=[C:4]([Br:11])[C:3]=1[CH3:12].[Br:13]N1C(=O)CCC1=O.C(OOC(=O)C1C=CC=CC=1)(=O)C1C=CC=CC=1.N(C(C)(C)C#N)=NC(C)(C)C#N, predict the reaction product. The product is: [Br:1][C:2]1[CH:7]=[C:6]([N+:8]([O-:10])=[O:9])[CH:5]=[C:4]([Br:11])[C:3]=1[CH2:12][Br:13]. (2) Given the reactants [N+:1]([C:4]1[CH:11]=[CH:10][CH:9]=[CH:8][C:5]=1[CH2:6]Br)([O-:3])=[O:2].[CH3:12][S:13]([O-:15])=[O:14].[Na+], predict the reaction product. The product is: [CH3:12][S:13]([CH2:6][C:5]1[CH:8]=[CH:9][CH:10]=[CH:11][C:4]=1[N+:1]([O-:3])=[O:2])(=[O:15])=[O:14]. (3) Given the reactants [H-].[H-].[H-].[H-].[Li+].[Al+3].[CH2:7]([O:25][C:26]1[CH:31]=[CH:30][C:29]([CH2:32][C:33]([O-:35])=O)=[CH:28][CH:27]=1)[CH2:8][CH2:9][CH2:10][CH2:11][CH2:12][CH2:13][CH2:14][CH2:15][CH2:16][CH2:17][CH2:18][CH2:19][CH2:20][CH2:21][CH2:22][CH2:23][CH3:24].C1C[O:39][CH2:38]C1, predict the reaction product. The product is: [CH2:7]([O:25][C:26]1[CH:27]=[CH:28][C:29]([CH:32]([CH2:33][OH:35])[CH2:38][OH:39])=[CH:30][CH:31]=1)[CH2:8][CH2:9][CH2:10][CH2:11][CH2:12][CH2:13][CH2:14][CH2:15][CH2:16][CH2:17][CH2:18][CH2:19][CH2:20][CH2:21][CH2:22][CH2:23][CH3:24]. (4) The product is: [CH2:26]([O:33][C:34]1[C:35]([Cl:44])=[CH:36][C:37]([C:38]([N:15]2[C:14]3[C:9]([O:8][CH2:1][C:2]4[CH:3]=[CH:4][CH:5]=[CH:6][CH:7]=4)=[CH:10][CH:11]=[CH:12][C:13]=3[O:18][CH2:17][CH2:16]2)=[O:39])=[CH:41][C:42]=1[Cl:43])[C:27]1[CH:28]=[CH:29][CH:30]=[CH:31][CH:32]=1. Given the reactants [CH2:1]([O:8][C:9]1[C:14]2[NH:15][CH2:16][CH2:17][O:18][C:13]=2[CH:12]=[CH:11][CH:10]=1)[C:2]1[CH:7]=[CH:6][CH:5]=[CH:4][CH:3]=1.C(N(CC)CC)C.[CH2:26]([O:33][C:34]1[C:42]([Cl:43])=[CH:41][C:37]([C:38](Cl)=[O:39])=[CH:36][C:35]=1[Cl:44])[C:27]1[CH:32]=[CH:31][CH:30]=[CH:29][CH:28]=1.O, predict the reaction product. (5) The product is: [C:17]([N:11]([CH2:12][C:13]([F:16])([F:15])[F:14])[S:8]([C:5]1[CH:6]=[CH:7][C:2]([B:24]2[O:25][C:26]([CH3:28])([CH3:27])[C:22]([CH3:38])([CH3:21])[O:23]2)=[CH:3][CH:4]=1)(=[O:10])=[O:9])([CH3:20])([CH3:19])[CH3:18]. Given the reactants Br[C:2]1[CH:7]=[CH:6][C:5]([S:8]([N:11]([C:17]([CH3:20])([CH3:19])[CH3:18])[CH2:12][C:13]([F:16])([F:15])[F:14])(=[O:10])=[O:9])=[CH:4][CH:3]=1.[CH3:21][C:22]1([CH3:38])[C:26]([CH3:28])([CH3:27])[O:25][B:24]([B:24]2[O:25][C:26]([CH3:28])([CH3:27])[C:22]([CH3:38])([CH3:21])[O:23]2)[O:23]1.C([O-])(=O)C.[K+].ClCCl, predict the reaction product. (6) Given the reactants [F:1][C:2]1([F:11])[CH2:7][CH2:6][CH:5]([C:8]([NH2:10])=O)[CH2:4][CH2:3]1.COC1C=CC(P2(SP(C3C=CC(OC)=CC=3)(=S)S2)=[S:21])=CC=1, predict the reaction product. The product is: [F:1][C:2]1([F:11])[CH2:7][CH2:6][CH:5]([C:8](=[S:21])[NH2:10])[CH2:4][CH2:3]1.